Task: Predict the product of the given reaction.. Dataset: Forward reaction prediction with 1.9M reactions from USPTO patents (1976-2016) (1) Given the reactants [CH3:1][O:2][C:3]1[CH:4]=[C:5]([NH:11][C:12]([C:14]2[CH:35]=[CH:34][C:17]3[N:18]=[C:19]([N:21]4[CH2:26][CH2:25][N:24](C(OC(C)(C)C)=O)[CH2:23][CH2:22]4)[S:20][C:16]=3[CH:15]=2)=[O:13])[CH:6]=[CH:7][C:8]=1[O:9][CH3:10].FC(F)(F)C(O)=O, predict the reaction product. The product is: [CH3:1][O:2][C:3]1[CH:4]=[C:5]([NH:11][C:12]([C:14]2[CH:35]=[CH:34][C:17]3[N:18]=[C:19]([N:21]4[CH2:26][CH2:25][NH:24][CH2:23][CH2:22]4)[S:20][C:16]=3[CH:15]=2)=[O:13])[CH:6]=[CH:7][C:8]=1[O:9][CH3:10]. (2) Given the reactants [O:1]1[CH:5]=[CH:4][C:3]([C:6]2[CH:11]=[C:10]([CH3:12])[CH:9]=[C:8]([CH3:13])[C:7]=2[OH:14])=[CH:2]1, predict the reaction product. The product is: [CH3:13][C:8]1[CH:9]=[C:10]([CH3:12])[CH:11]=[C:6]([CH:3]2[CH2:4][CH2:5][O:1][CH2:2]2)[C:7]=1[OH:14]. (3) Given the reactants [CH:1]1([C:4]2[N:8]([C:9]3[CH:14]=[CH:13][CH:12]=[C:11]([C:15]([F:18])([F:17])[F:16])[CH:10]=3)[N:7]=[C:6]([CH3:19])[C:5]=2[C:20]([N:22]2[CH2:27][CH2:26][C:25](=O)[CH2:24][CH2:23]2)=[O:21])[CH2:3][CH2:2]1.[NH:29]1[CH2:33][CH2:32][CH2:31][C@@H:30]1[CH2:34][OH:35], predict the reaction product. The product is: [CH:1]1([C:4]2[N:8]([C:9]3[CH:14]=[CH:13][CH:12]=[C:11]([C:15]([F:18])([F:16])[F:17])[CH:10]=3)[N:7]=[C:6]([CH3:19])[C:5]=2[C:20]([N:22]2[CH2:27][CH2:26][CH:25]([N:29]3[CH2:33][CH2:32][CH2:31][C@@H:30]3[CH2:34][OH:35])[CH2:24][CH2:23]2)=[O:21])[CH2:3][CH2:2]1. (4) Given the reactants O.[OH-].[Li+].C[O:5][C:6]([C:8]1[O:9][C:10]([CH2:13][O:14][C:15]2[CH:20]=[CH:19][C:18]([C:21]3[CH:26]=[CH:25][CH:24]=[CH:23][CH:22]=3)=[CH:17][CH:16]=2)=[CH:11][CH:12]=1)=[O:7], predict the reaction product. The product is: [C:18]1([C:21]2[CH:26]=[CH:25][CH:24]=[CH:23][CH:22]=2)[CH:17]=[CH:16][C:15]([O:14][CH2:13][C:10]2[O:9][C:8]([C:6]([OH:7])=[O:5])=[CH:12][CH:11]=2)=[CH:20][CH:19]=1. (5) The product is: [OH:14][CH:13]([C:7]1[C:6]2[N:5]([N:4]=[C:3]([C:2]([F:1])([F:16])[F:17])[CH:15]=2)[C:10]([O:11][CH3:12])=[CH:9][CH:8]=1)[CH2:18][CH3:19]. Given the reactants [F:1][C:2]([F:17])([F:16])[C:3]1[CH:15]=[C:6]2[C:7]([CH:13]=[O:14])=[CH:8][CH:9]=[C:10]([O:11][CH3:12])[N:5]2[N:4]=1.[CH2:18]([Mg]Br)[CH3:19], predict the reaction product. (6) The product is: [CH2:1]([O:8][C:9]1[CH:14]=[C:13]([O:15][CH2:16][C:17]2[CH:22]=[CH:21][CH:20]=[CH:19][CH:18]=2)[C:12]([CH:23]([CH3:25])[CH3:24])=[CH:11][C:10]=1[C:26]1[O:30][N:29]=[C:28]([C:31]([NH:33][CH2:34][CH3:35])=[O:32])[C:27]=1[C:42]1[CH:43]=[N:44][N:45]([C:47]([C:54]2[CH:59]=[CH:58][CH:57]=[CH:56][CH:55]=2)([C:48]2[CH:49]=[CH:50][CH:51]=[CH:52][CH:53]=2)[C:60]2[CH:65]=[CH:64][CH:63]=[CH:62][CH:61]=2)[CH:46]=1)[C:2]1[CH:7]=[CH:6][CH:5]=[CH:4][CH:3]=1. Given the reactants [CH2:1]([O:8][C:9]1[CH:14]=[C:13]([O:15][CH2:16][C:17]2[CH:22]=[CH:21][CH:20]=[CH:19][CH:18]=2)[C:12]([CH:23]([CH3:25])[CH3:24])=[CH:11][C:10]=1[C:26]1[O:30][N:29]=[C:28]([C:31]([NH:33][CH2:34][CH3:35])=[O:32])[C:27]=1I)[C:2]1[CH:7]=[CH:6][CH:5]=[CH:4][CH:3]=1.C([Sn](CCCC)(CCCC)[C:42]1[CH:43]=[N:44][N:45]([C:47]([C:60]2[CH:65]=[CH:64][CH:63]=[CH:62][CH:61]=2)([C:54]2[CH:59]=[CH:58][CH:57]=[CH:56][CH:55]=2)[C:48]2[CH:53]=[CH:52][CH:51]=[CH:50][CH:49]=2)[CH:46]=1)CCC, predict the reaction product. (7) The product is: [OH:22][CH2:21][CH2:20][CH2:19][NH:18][C:7]1[C:8]2[N:9]([CH:15]=[CH:16][N:17]=2)[C:10]2[C:5]([N:6]=1)=[CH:4][C:3]([C:2]([F:1])([F:23])[F:24])=[C:12]([CH:13]=[O:29])[CH:11]=2. Given the reactants [F:1][C:2]([F:24])([F:23])[C:3]1[CH:4]=[C:5]2[C:10](=[CH:11][C:12]=1[CH:13]=C)[N:9]1[CH:15]=[CH:16][N:17]=[C:8]1[C:7]([NH:18][CH2:19][CH2:20][CH2:21][OH:22])=[N:6]2.C[N+]1([O-])CC[O:29]CC1.I([O-])(=O)(=O)=O.[Na+], predict the reaction product. (8) Given the reactants Cl[C:2]1[C:7]([Cl:8])=[CH:6][C:5]([C:9]([F:12])([F:11])[F:10])=[CH:4][N:3]=1.O.N1C=CC=CC=1CC=O, predict the reaction product. The product is: [Cl:8][C:7]1[CH:2]=[N:3][CH:4]=[C:5]([C:9]([F:11])([F:10])[F:12])[CH:6]=1. (9) Given the reactants [C:1]([O:4][CH2:5][CH2:6][O:7][C:8]1[C:12]([C:13]2[CH:18]=[CH:17][C:16]([CH3:19])=[CH:15][CH:14]=2)=[C:11]([NH2:20])[N:10]([CH2:21]C2C=CC=CC=2)[N:9]=1)(=O)[CH3:2].[H-].[Na+], predict the reaction product. The product is: [CH2:1]([O:4][CH2:5][CH2:6][O:7][C:8]1[C:12]([C:13]2[CH:14]=[CH:15][C:16]([CH3:19])=[CH:17][CH:18]=2)=[C:11]([NH2:20])[N:10]([CH3:21])[N:9]=1)[CH3:2]. (10) The product is: [Cl:1][C:2]1[CH:3]=[C:4]([OH:9])[CH:5]=[C:6]([F:8])[C:7]=1[CH2:12][OH:10]. Given the reactants [Cl:1][C:2]1[CH:3]=[C:4]([OH:9])[CH:5]=[C:6]([F:8])[CH:7]=1.[OH-:10].[K+].[CH2:12]=O.Cl, predict the reaction product.